Dataset: Catalyst prediction with 721,799 reactions and 888 catalyst types from USPTO. Task: Predict which catalyst facilitates the given reaction. (1) Reactant: [NH2:1][C:2]1[CH:12]=C(C=C)[C:10]([C:15]([F:18])([F:17])[F:16])=[CH:9][C:3]=1[C:4]([O:6][CH2:7][CH3:8])=[O:5].S([O-])([O-])=O.[Na+].[Na+].C(OCC)(=[O:27])C.[C:31]([OH:35])(C)([CH3:33])[CH3:32]. Product: [NH2:1][C:2]1[CH:12]=[C:32]([CH:31]([OH:35])[CH2:33][OH:27])[C:10]([C:15]([F:18])([F:17])[F:16])=[CH:9][C:3]=1[C:4]([O:6][CH2:7][CH3:8])=[O:5]. The catalyst class is: 6. (2) Reactant: [F:1][C:2]1[CH:7]=[CH:6][C:5]([CH2:8][O:9][C:10]2[CH:26]=[CH:25][C:24]([C:27]3[CH:28]=[N:29][N:30]([CH3:32])[CH:31]=3)=[CH:23][C:11]=2[C:12]([O:14]CC2C=CC(F)=CC=2)=[O:13])=[CH:4][CH:3]=1.[Li+].[OH-]. Product: [F:1][C:2]1[CH:7]=[CH:6][C:5]([CH2:8][O:9][C:10]2[CH:26]=[CH:25][C:24]([C:27]3[CH:28]=[N:29][N:30]([CH3:32])[CH:31]=3)=[CH:23][C:11]=2[C:12]([OH:14])=[O:13])=[CH:4][CH:3]=1. The catalyst class is: 30. (3) Reactant: [CH3:1][S:2][C:3]1[CH:8]=[C:7]([Sn](CCCC)(CCCC)CCCC)[N:6]=[CH:5][N:4]=1.[Cl:22][C:23]1[C:28](Cl)=[N:27][CH:26]=[CH:25][N:24]=1.C1(P(C2C=CC=CC=2)C2C=CC=CC=2)C=CC=CC=1. Product: [Cl:22][C:23]1[C:28]([C:7]2[CH:8]=[C:3]([S:2][CH3:1])[N:4]=[CH:5][N:6]=2)=[N:27][CH:26]=[CH:25][N:24]=1. The catalyst class is: 584. (4) Reactant: Br[C:2]1[CH:7]=[CH:6][C:5]([C@H:8]([NH:13][C@H:14]([C:18]([NH:20][C@H:21]([C:32]#[N:33])[CH2:22][C:23]2[CH:28]=[CH:27][C:26]([C:29]#[N:30])=[CH:25][C:24]=2[F:31])=[O:19])[CH:15]([CH3:17])[CH3:16])[C:9]([F:12])([F:11])[F:10])=[CH:4][CH:3]=1.OB(O)[C:36]1[CH:41]=[CH:40][C:39]([C:42]2([C:45]([OH:47])=[O:46])[CH2:44][CH2:43]2)=[CH:38][CH:37]=1.C(=O)([O-])[O-].[Na+].[Na+]. Product: [C:32]([C@@H:21]([NH:20][C:18]([C@@H:14]([NH:13][C@@H:8]([C:5]1[CH:6]=[CH:7][C:2]([C:36]2[CH:41]=[CH:40][C:39]([C:42]3([C:45]([OH:47])=[O:46])[CH2:44][CH2:43]3)=[CH:38][CH:37]=2)=[CH:3][CH:4]=1)[C:9]([F:12])([F:11])[F:10])[CH:15]([CH3:17])[CH3:16])=[O:19])[CH2:22][C:23]1[CH:28]=[CH:27][C:26]([C:29]#[N:30])=[CH:25][C:24]=1[F:31])#[N:33]. The catalyst class is: 151. (5) Reactant: N(C(OC(C)C)=O)=NC(OC(C)C)=O.[N+:15]([C:18]1[CH:19]=[CH:20][C:21]([OH:24])=[N:22][CH:23]=1)([O-:17])=[O:16].C1(P(C2C=CC=CC=2)C2C=CC=CC=2)C=CC=CC=1.O[CH:45]1[CH2:48][CH:47]([C:49]([O:51][CH2:52][CH2:53][C:54]2[CH:59]=[CH:58][CH:57]=[CH:56][CH:55]=2)=[O:50])[CH2:46]1. Product: [N+:15]([C:18]1[CH:19]=[CH:20][C:21]([O:24][CH:45]2[CH2:48][CH:47]([C:49]([O:51][CH2:52][CH2:53][C:54]3[CH:59]=[CH:58][CH:57]=[CH:56][CH:55]=3)=[O:50])[CH2:46]2)=[N:22][CH:23]=1)([O-:17])=[O:16]. The catalyst class is: 1. (6) Reactant: [OH:1][CH2:2][C:3]1[CH:8]=[C:7]([N:9]2[CH2:14][CH2:13][O:12][CH2:11][C@@H:10]2[CH3:15])[N:6]=[C:5]([C:16]2[CH:21]=[CH:20][C:19]([NH:22][C:23]([NH:25][CH3:26])=[O:24])=[CH:18][CH:17]=2)[N:4]=1.C(N(CC)CC)C.[CH3:34][S:35](Cl)(=[O:37])=[O:36]. The catalyst class is: 2. Product: [CH3:26][NH:25][C:23](=[O:24])[NH:22][C:19]1[CH:20]=[CH:21][C:16]([C:5]2[N:6]=[C:7]([N:9]3[CH2:14][CH2:13][O:12][CH2:11][C@@H:10]3[CH3:15])[CH:8]=[C:3]([CH2:2][O:1][S:35]([CH3:34])(=[O:37])=[O:36])[N:4]=2)=[CH:17][CH:18]=1. (7) Reactant: [Cl:1][C:2]1[N:7]=[N:6][C:5]([NH:8][CH3:9])=[C:4]([NH2:10])[CH:3]=1.[CH2:11]([S:13][C:14]1[C:15]([C:24](O)=[O:25])=[N:16][CH:17]=[C:18]([C:20]([F:23])([F:22])[F:21])[CH:19]=1)[CH3:12].CCN=C=NCCCN(C)C.Cl. Product: [Cl:1][C:2]1[N:7]=[N:6][C:5]([NH:8][CH3:9])=[C:4]([NH:10][C:24]([C:15]2[C:14]([S:13][CH2:11][CH3:12])=[CH:19][C:18]([C:20]([F:22])([F:23])[F:21])=[CH:17][N:16]=2)=[O:25])[CH:3]=1. The catalyst class is: 17. (8) Reactant: [O:1]=[C:2]1[N:8]2[CH2:9][C@@H:4]([CH2:5][CH2:6][C@H:7]2[C:10]([NH:12][CH:13]2[CH2:18][CH2:17][NH:16][CH2:15][CH2:14]2)=[O:11])[N:3]1[O:19][S:20]([O-:23])(=[O:22])=[O:21].C([N+](CCCC)(CCCC)CCCC)CCC.FC(F)(F)C(O)=O. Product: [O:1]=[C:2]1[N:8]2[CH2:9][C@@H:4]([CH2:5][CH2:6][C@H:7]2[C:10]([NH:12][CH:13]2[CH2:18][CH2:17][NH:16][CH2:15][CH2:14]2)=[O:11])[N:3]1[O:19][S:20]([OH:23])(=[O:22])=[O:21]. The catalyst class is: 4. (9) Reactant: [N:1]1[C:10]2[C:5](=[C:6]3[CH:18]=[CH:17][CH:16]=[CH:15][C:7]3=[C:8]3[CH:14]=[CH:13][CH:12]=[CH:11][C:9]3=2)[N:4]=[CH:3][C:2]=1[OH:19].N1C=CC=CC=1.[F:26][C:27]([F:40])([F:39])[S:28](O[S:28]([C:27]([F:40])([F:39])[F:26])(=[O:30])=[O:29])(=[O:30])=[O:29]. Product: [F:26][C:27]([F:40])([F:39])[S:28]([O:19][C:2]1[CH:3]=[N:4][C:5]2[C:10](=[C:9]3[CH:11]=[CH:12][CH:13]=[CH:14][C:8]3=[C:7]3[CH:15]=[CH:16][CH:17]=[CH:18][C:6]3=2)[N:1]=1)(=[O:30])=[O:29]. The catalyst class is: 4.